From a dataset of Full USPTO retrosynthesis dataset with 1.9M reactions from patents (1976-2016). Predict the reactants needed to synthesize the given product. (1) Given the product [Cl:1][C:2]1[C:3](=[O:29])[N:4]([CH2:19][C:20]2[CH:28]=[CH:27][C:23]([C:24]([NH:48][CH2:49][C:50]([OH:52])([CH3:53])[CH3:51])=[O:25])=[CH:22][CH:21]=2)[C:5]([CH3:18])=[CH:6][C:7]=1[O:8][CH2:9][C:10]1[CH:15]=[CH:14][C:13]([F:16])=[CH:12][C:11]=1[F:17], predict the reactants needed to synthesize it. The reactants are: [Cl:1][C:2]1[C:3](=[O:29])[N:4]([CH2:19][C:20]2[CH:28]=[CH:27][C:23]([C:24](O)=[O:25])=[CH:22][CH:21]=2)[C:5]([CH3:18])=[CH:6][C:7]=1[O:8][CH2:9][C:10]1[CH:15]=[CH:14][C:13]([F:16])=[CH:12][C:11]=1[F:17].ON1C2C=CC=CC=2N=N1.CN1CCOCC1.Cl.[NH2:48][CH2:49][C:50]([CH3:53])([OH:52])[CH3:51].Cl.CN(C)CCCN=C=NCC. (2) Given the product [CH3:1][O:2][C:3]1[CH:8]=[CH:7][C:6]([CH2:9][NH:10][S:11]([N:14]2[C:19]3([CH2:20][CH2:21]3)[CH2:18][N:17]([C:22]3[C:23]4[CH:30]=[CH:29][NH:28][C:24]=4[N:25]=[CH:26][N:27]=3)[CH2:16][CH2:15]2)(=[O:13])=[O:12])=[CH:5][CH:4]=1, predict the reactants needed to synthesize it. The reactants are: [CH3:1][O:2][C:3]1[CH:8]=[CH:7][C:6](/[CH:9]=[N:10]\[S:11]([N:14]2[C:19]3([CH2:21][CH2:20]3)[CH2:18][N:17]([C:22]3[C:23]4[CH:30]=[CH:29][NH:28][C:24]=4[N:25]=[CH:26][N:27]=3)[CH2:16][CH2:15]2)(=[O:13])=[O:12])=[CH:5][CH:4]=1.[BH4-].[Na+]. (3) Given the product [NH2:1][C:2]1[C:3]([C:13]([OH:15])=[O:14])=[CH:4][C:5]2[C:10]([C:11]=1[Cl:12])=[CH:9][CH:8]=[C:7]([Br:16])[CH:6]=2, predict the reactants needed to synthesize it. The reactants are: [NH2:1][C:2]1[C:3]([C:13]([OH:15])=[O:14])=[CH:4][C:5]2[C:10]([C:11]=1[Cl:12])=[CH:9][CH:8]=[CH:7][CH:6]=2.[Br:16]Br.